Dataset: Full USPTO retrosynthesis dataset with 1.9M reactions from patents (1976-2016). Task: Predict the reactants needed to synthesize the given product. (1) Given the product [CH2:33]([O:32][CH2:28][CH:29]1[CH2:30][N:11]([S:8]([C:5]2[CH:6]=[CH:7][C:2]([F:1])=[CH:3][CH:4]=2)(=[O:10])=[O:9])[C:12]2[CH:17]=[C:16]([N+:18]([O-:20])=[O:19])[CH:15]=[CH:14][C:13]=2[O:31]1)[CH3:34], predict the reactants needed to synthesize it. The reactants are: [F:1][C:2]1[CH:7]=[CH:6][C:5]([S:8]([NH:11][C:12]2[CH:17]=[C:16]([N+:18]([O-:20])=[O:19])[CH:15]=[CH:14][C:13]=2F)(=[O:10])=[O:9])=[CH:4][CH:3]=1.C([O-])([O-])=O.[K+].[K+].[CH2:28]([O:32][CH2:33][CH3:34])[CH:29]1[O:31][CH2:30]1. (2) Given the product [CH2:23]([O:22][C:20]([N:8]1[CH2:9][C@@H:10]([CH3:13])[NH:11][CH2:12][C@@H:7]1[CH3:6])=[O:21])[CH3:24], predict the reactants needed to synthesize it. The reactants are: CS(O)(=O)=O.[CH3:6][C@H:7]1[CH2:12][NH:11][C@H:10]([CH3:13])[CH2:9][NH:8]1.C([O-])(=O)C.[K+].Cl[C:20]([O:22][CH2:23][CH3:24])=[O:21]. (3) Given the product [CH3:1][O:2][C:3](=[O:39])[CH2:4][CH:5]([C:6]1[C:11]([CH2:12][N:13]([CH2:20][C:21]2[CH:22]=[C:23]([C:31]([F:34])([F:32])[F:33])[CH:24]=[C:25]([C:27]([F:28])([F:29])[F:30])[CH:26]=2)[C:14]2[N:15]=[N:16][N:17]([CH3:19])[N:18]=2)=[CH:10][C:9]([C:35]([F:36])([F:38])[F:37])=[CH:8][N:7]=1)[N:41]([CH3:42])[CH3:40], predict the reactants needed to synthesize it. The reactants are: [CH3:1][O:2][C:3](=[O:39])/[CH:4]=[CH:5]/[C:6]1[C:11]([CH2:12][N:13]([CH2:20][C:21]2[CH:26]=[C:25]([C:27]([F:30])([F:29])[F:28])[CH:24]=[C:23]([C:31]([F:34])([F:33])[F:32])[CH:22]=2)[C:14]2[N:15]=[N:16][N:17]([CH3:19])[N:18]=2)=[CH:10][C:9]([C:35]([F:38])([F:37])[F:36])=[CH:8][N:7]=1.[CH3:40][NH:41][CH3:42]. (4) Given the product [Br:11][C:8]1[CH:7]=[C:3]2[C:2](=[CH:10][CH:9]=1)[N:1]=[CH:16][N:17]=[C:4]2[OH:5], predict the reactants needed to synthesize it. The reactants are: [NH2:1][C:2]1[CH:10]=[CH:9][C:8]([Br:11])=[CH:7][C:3]=1[C:4](O)=[O:5].C(O)(=O)C.[CH:16](N)=[NH:17]. (5) Given the product [ClH:17].[F:1][C:2]1[CH:8]=[CH:7][C:5]([NH:6][NH2:13])=[C:4]([C:9]([F:10])([F:11])[F:12])[CH:3]=1, predict the reactants needed to synthesize it. The reactants are: [F:1][C:2]1[CH:8]=[CH:7][C:5]([NH2:6])=[C:4]([C:9]([F:12])([F:11])[F:10])[CH:3]=1.[N:13]([O-])=O.[Na+].[Cl:17][Sn]Cl.Cl.C(O)(C(F)(F)F)=O. (6) Given the product [CH3:20][C:2]1([CH3:1])[CH2:3][O:4][B:5]([C:8]2[CH:9]=[CH:10][C:11]([CH2:14][CH2:15][O:41][C:31](=[O:30])[NH:32][C:33]3[CH:38]=[CH:37][CH:36]=[C:35]([C:39]#[N:40])[CH:34]=3)=[CH:12][CH:13]=2)[O:6][CH2:7]1, predict the reactants needed to synthesize it. The reactants are: [CH3:1][C:2]1([CH3:20])[CH2:7][O:6][B:5]([C:8]2[CH:13]=[CH:12][C:11]([CH2:14][CH2:15]CC(O)=O)=[CH:10][CH:9]=2)[O:4][CH2:3]1.BrC1C=CC(CC[O:30][C:31](=[O:41])[NH:32][C:33]2[CH:38]=[CH:37][CH:36]=[C:35]([C:39]#[N:40])[CH:34]=2)=CC=1. (7) Given the product [CH2:1]([O:8][C:9]1[CH:18]=[CH:17][C:12]([C:13]2[CH:28]=[C:27]([C:26]([O:30][CH2:31][CH3:32])=[O:29])[O:15][N:14]=2)=[CH:11][CH:10]=1)[C:2]1[CH:7]=[CH:6][CH:5]=[CH:4][CH:3]=1, predict the reactants needed to synthesize it. The reactants are: [CH2:1]([O:8][C:9]1[CH:18]=[CH:17][C:12](/[C:13](/Cl)=[N:14]\[OH:15])=[CH:11][CH:10]=1)[C:2]1[CH:7]=[CH:6][CH:5]=[CH:4][CH:3]=1.CCN(CC)CC.[C:26]([O:30][CH2:31][CH3:32])(=[O:29])[C:27]#[CH:28]. (8) Given the product [F:13][C:14]1[CH:20]=[CH:19][CH:18]=[C:17]([F:21])[C:15]=1[N:16]1[CH2:6][CH2:7][CH:5]([C:8]([OH:9])=[O:10])[C:4]1=[O:11], predict the reactants needed to synthesize it. The reactants are: CC1(C)[O:9][C:8](=[O:10])[C:5]2([CH2:7][CH2:6]2)[C:4](=[O:11])O1.[F:13][C:14]1[CH:20]=[CH:19][CH:18]=[C:17]([F:21])[C:15]=1[NH2:16]. (9) Given the product [Br:1][C:2]1[CH:3]=[C:4]([C:12]([F:13])([F:14])[F:15])[C:5]([CH3:11])=[C:6]([CH2:7][OH:8])[CH:10]=1, predict the reactants needed to synthesize it. The reactants are: [Br:1][C:2]1[CH:3]=[C:4]([C:12]([F:15])([F:14])[F:13])[C:5]([CH3:11])=[C:6]([CH:10]=1)[C:7](O)=[O:8].